The task is: Predict the reactants needed to synthesize the given product.. This data is from Full USPTO retrosynthesis dataset with 1.9M reactions from patents (1976-2016). (1) Given the product [ClH:34].[CH2:1]([O:3][C@H:4]1[CH2:9][CH2:8][C@H:7]([N:10]2[CH2:15][CH2:14][CH:13]([N:16]3[C:17]4[CH:22]=[C:21]([F:23])[CH:20]=[CH:19][C:18]=4[NH:24][C:35]3=[O:37])[CH2:12][CH2:11]2)[CH2:6][CH2:5]1)[CH3:2], predict the reactants needed to synthesize it. The reactants are: [CH2:1]([O:3][C@H:4]1[CH2:9][CH2:8][C@H:7]([N:10]2[CH2:15][CH2:14][CH:13]([NH:16][C:17]3[C:18]([NH2:24])=[CH:19][CH:20]=[C:21]([F:23])[CH:22]=3)[CH2:12][CH2:11]2)[CH2:6][CH2:5]1)[CH3:2].C(N(C(C)C)CC)(C)C.[Cl:34][C:35](Cl)([O:37]C(=O)OC(Cl)(Cl)Cl)Cl. (2) Given the product [F:13][B-:14]([F:17])([F:16])[F:15].[Cl:1][C:2]1[CH:3]=[C:4]([N+:5]#[N:9])[CH:6]=[CH:7][CH:8]=1, predict the reactants needed to synthesize it. The reactants are: [Cl:1][C:2]1[CH:3]=[C:4]([CH:6]=[CH:7][CH:8]=1)[NH2:5].[N:9]([O-])=O.[Na+].[F:13][B-:14]([F:17])([F:16])[F:15].[Na+]. (3) The reactants are: C(OC([N:8]1[CH2:17][CH2:16][C:15]2[C:10](=[CH:11][C:12]([C:18]3[N:26]4[C:21]([C:22]([NH2:27])=[N:23][CH:24]=[N:25]4)=[C:20]([C:28]4[CH:29]=[CH:30][C:31]5[C:35]([CH:36]=4)=[N:34][N:33]([CH2:37][C:38]4[CH:43]=[CH:42][CH:41]=[CH:40][CH:39]=4)[CH:32]=5)[CH:19]=3)=[CH:13][CH:14]=2)[CH2:9]1)=O)(C)(C)C.C(O)(C(F)(F)F)=O. Given the product [CH2:37]([N:33]1[CH:32]=[C:31]2[C:35]([CH:36]=[C:28]([C:20]3[CH:19]=[C:18]([C:12]4[CH:11]=[C:10]5[C:15]([CH2:16][CH2:17][NH:8][CH2:9]5)=[CH:14][CH:13]=4)[N:26]4[C:21]=3[C:22]([NH2:27])=[N:23][CH:24]=[N:25]4)[CH:29]=[CH:30]2)=[N:34]1)[C:38]1[CH:39]=[CH:40][CH:41]=[CH:42][CH:43]=1, predict the reactants needed to synthesize it.